From a dataset of Catalyst prediction with 721,799 reactions and 888 catalyst types from USPTO. Predict which catalyst facilitates the given reaction. Reactant: [Br:1][C:2]1[CH:3]=[CH:4][C:5]([O:10][CH2:11][CH:12]2[CH2:14][O:13]2)=[C:6]([CH:9]=1)C=O.C1C=C(Cl)C=C([C:22]([O:24]O)=[O:23])C=1.C(=O)(O)[O-].[Na+]. Product: [CH:22]([O:24][C:6]1[CH:9]=[C:2]([Br:1])[CH:3]=[CH:4][C:5]=1[O:10][CH2:11][CH:12]1[CH2:14][O:13]1)=[O:23]. The catalyst class is: 2.